This data is from Forward reaction prediction with 1.9M reactions from USPTO patents (1976-2016). The task is: Predict the product of the given reaction. (1) Given the reactants C([O-])([O-])=O.[K+].[K+].[NH2:7][OH:8].Cl.[F:10][C:11]1[CH:12]=[C:13]([CH:26]=[CH:27][C:28]=1[S:29]([CH3:32])(=[O:31])=[O:30])[O:14][CH2:15][CH2:16][CH2:17][CH:18]1[CH2:23][CH2:22][N:21]([C:24]#[N:25])[CH2:20][CH2:19]1, predict the reaction product. The product is: [F:10][C:11]1[CH:12]=[C:13]([CH:26]=[CH:27][C:28]=1[S:29]([CH3:32])(=[O:30])=[O:31])[O:14][CH2:15][CH2:16][CH2:17][CH:18]1[CH2:23][CH2:22][N:21]([C:24]([NH:7][OH:8])=[NH:25])[CH2:20][CH2:19]1. (2) Given the reactants [Cl-].[Cl-].C1([Ti+2:8][CH:9]2[CH:13]=[CH:12][CH:11]=[CH:10]2)C=CC=C1.[Li][CH3:15], predict the reaction product. The product is: [CH3:15][C-:9]1[CH:10]=[CH:11][CH:12]=[CH:13]1.[C-:9]1([CH3:15])[CH:10]=[CH:11][CH:12]=[CH:13]1.[Ti+2:8]. (3) Given the reactants N[C:2]1[CH:9]=[C:8]([CH3:10])[C:5]([CH:6]=[O:7])=[C:4]([CH3:11])[CH:3]=1.[H+].[B-](F)(F)(F)F.N([O-])=O.[Na+].[C:22]([O:26][CH3:27])(=[O:25])[CH:23]=[CH2:24], predict the reaction product. The product is: [CH3:27][O:26][C:22](=[O:25])[CH:23]=[CH:24][C:2]1[CH:9]=[C:8]([CH3:10])[C:5]([CH:6]=[O:7])=[C:4]([CH3:11])[CH:3]=1. (4) Given the reactants Cl[C:2]1[CH:3]=[C:4]([C:14]([NH:16][CH2:17][C:18]2[C:19](=[O:26])[NH:20][C:21]([CH3:25])=[CH:22][C:23]=2[CH3:24])=[O:15])[C:5]2[CH:10]=[N:9][N:8]([CH:11]([CH3:13])[CH3:12])[C:6]=2[N:7]=1.[I-].[Na+].C(N(CC)CC)C.C1CCN2C(=NCCC2)CC1.[CH3:47][C:48]([OH:52])([C:50]#[CH:51])[CH3:49], predict the reaction product. The product is: [CH3:24][C:23]1[CH:22]=[C:21]([CH3:25])[NH:20][C:19](=[O:26])[C:18]=1[CH2:17][NH:16][C:14]([C:4]1[C:5]2[CH:10]=[N:9][N:8]([CH:11]([CH3:13])[CH3:12])[C:6]=2[N:7]=[C:2]([C:51]#[C:50][C:48]([OH:52])([CH3:49])[CH3:47])[CH:3]=1)=[O:15].